This data is from Catalyst prediction with 721,799 reactions and 888 catalyst types from USPTO. The task is: Predict which catalyst facilitates the given reaction. (1) Reactant: [CH:1]([C:4]1[CH:17]=[CH:16][CH:15]=[C:14]([CH:18]([CH3:20])[CH3:19])[C:5]=1[O:6]/[CH:7]=[CH:8]/[C:9]([O:11]CC)=[O:10])([CH3:3])[CH3:2].[OH-].[K+]. Product: [CH:1]([C:4]1[CH:17]=[CH:16][CH:15]=[C:14]([CH:18]([CH3:20])[CH3:19])[C:5]=1[O:6]/[CH:7]=[CH:8]/[C:9]([OH:11])=[O:10])([CH3:2])[CH3:3]. The catalyst class is: 97. (2) Reactant: [NH2:1][C:2]1[CH:7]=[CH:6][C:5]([N:8]2[C:16]([CH2:17][N:18]([CH3:20])[CH3:19])=[C:15]3[C:10]([N:11]([CH2:32][C:33]4[C:38]([F:39])=[CH:37][CH:36]=[CH:35][C:34]=4[F:40])[C:12](=[O:31])[N:13]([C:22]4[CH:27]=[CH:26][CH:25]=[C:24]([O:28][CH3:29])[C:23]=4[F:30])[C:14]3=[O:21])=[N:9]2)=[CH:4][CH:3]=1.[CH2:41]([N:43]=[C:44]=[O:45])[CH3:42]. Product: [F:39][C:38]1[CH:37]=[CH:36][CH:35]=[C:34]([F:40])[C:33]=1[CH2:32][N:11]1[C:10]2=[N:9][N:8]([C:5]3[CH:6]=[CH:7][C:2]([NH:1][C:44]([NH:43][CH2:41][CH3:42])=[O:45])=[CH:3][CH:4]=3)[C:16]([CH2:17][N:18]([CH3:19])[CH3:20])=[C:15]2[C:14](=[O:21])[N:13]([C:22]2[CH:27]=[CH:26][CH:25]=[C:24]([O:28][CH3:29])[C:23]=2[F:30])[C:12]1=[O:31]. The catalyst class is: 7. (3) Reactant: C[O:2][C:3](=[O:34])[CH2:4][NH:5][C:6]1[CH:11]=[C:10]([CH3:12])[C:9]([C:13]2[NH:17][C:16]3[CH:18]=[CH:19][C:20]([C:22](=[O:32])[NH:23][C:24]4[CH:29]=[CH:28][C:27]([CH3:30])=[C:26]([CH3:31])[CH:25]=4)=[CH:21][C:15]=3[N:14]=2)=[C:8]([CH3:33])[CH:7]=1.[OH-].[Na+]. Product: [CH3:31][C:26]1[CH:25]=[C:24]([NH:23][C:22]([C:20]2[CH:19]=[CH:18][C:16]3[NH:17][C:13]([C:9]4[C:8]([CH3:33])=[CH:7][C:6]([NH:5][CH2:4][C:3]([OH:34])=[O:2])=[CH:11][C:10]=4[CH3:12])=[N:14][C:15]=3[CH:21]=2)=[O:32])[CH:29]=[CH:28][C:27]=1[CH3:30]. The catalyst class is: 5. (4) Reactant: [C:1](N1C=CN=C1)(N1C=CN=C1)=[O:2].[Cl:13][C:14]1[CH:15]=[CH:16][C:17]([NH:20][C:21]([C:23]2[C:28]([C:29]([NH:31][C:32]3[CH:37]=[CH:36][C:35]([NH:38][CH2:39][CH2:40][OH:41])=[CH:34][CH:33]=3)=[O:30])=[N:27][CH:26]=[CH:25][N:24]=2)=[O:22])=[N:18][CH:19]=1. Product: [Cl:13][C:14]1[CH:15]=[CH:16][C:17]([NH:20][C:21]([C:23]2[C:28]([C:29]([NH:31][C:32]3[CH:37]=[CH:36][C:35]([N:38]4[CH2:39][CH2:40][O:41][C:1]4=[O:2])=[CH:34][CH:33]=3)=[O:30])=[N:27][CH:26]=[CH:25][N:24]=2)=[O:22])=[N:18][CH:19]=1. The catalyst class is: 1. (5) Reactant: I[C:2]1[N:9]2[C:5]([S:6][C:7]([C:10]3[CH:15]=[CH:14][CH:13]=[C:12]([S:16]([CH3:19])(=[O:18])=[O:17])[CH:11]=3)=[N:8]2)=[N:4][CH:3]=1.CC1(C)C(C)(C)OB([C:28]2[CH:29]=[C:30]([C:35]([F:38])([F:37])[F:36])[C:31]([NH2:34])=[N:32][CH:33]=2)O1.C([O-])([O-])=O.[Na+].[Na+]. Product: [CH3:19][S:16]([C:12]1[CH:11]=[C:10]([C:7]2[S:6][C:5]3=[N:4][CH:3]=[C:2]([C:28]4[CH:29]=[C:30]([C:35]([F:38])([F:37])[F:36])[C:31]([NH2:34])=[N:32][CH:33]=4)[N:9]3[N:8]=2)[CH:15]=[CH:14][CH:13]=1)(=[O:18])=[O:17]. The catalyst class is: 658.